From a dataset of Full USPTO retrosynthesis dataset with 1.9M reactions from patents (1976-2016). Predict the reactants needed to synthesize the given product. (1) Given the product [Cl:29][C:16]1[C:15]([C:13]2[C:12]([Cl:30])=[CH:11][N:10]=[C:9]([NH:8][C@H:5]3[CH2:6][CH2:7][C@H:2]([N:1]4[CH2:41][CH2:40][CH2:39][CH2:38]4)[CH2:3][CH2:4]3)[CH:14]=2)=[CH:20][C:19]([NH:21][CH2:22][CH:23]2[CH2:28][CH2:27][O:26][CH2:25][CH2:24]2)=[CH:18][N:17]=1, predict the reactants needed to synthesize it. The reactants are: [NH2:1][C@H:2]1[CH2:7][CH2:6][C@H:5]([NH:8][C:9]2[CH:14]=[C:13]([C:15]3[C:16]([Cl:29])=[N:17][CH:18]=[C:19]([NH:21][CH2:22][CH:23]4[CH2:28][CH2:27][O:26][CH2:25][CH2:24]4)[CH:20]=3)[C:12]([Cl:30])=[CH:11][N:10]=2)[CH2:4][CH2:3]1.C([O-])([O-])=O.[K+].[K+].Br[CH2:38][CH2:39][CH2:40][CH2:41]Br. (2) Given the product [Br:1][C:2]1[CH:7]=[CH:6][C:5]([C:8]2[C:9]([C:13]([OH:15])=[O:14])=[CH:10][O:11][CH:12]=2)=[CH:4][CH:3]=1, predict the reactants needed to synthesize it. The reactants are: [Br:1][C:2]1[CH:7]=[CH:6][C:5]([C:8]2[C:9]([C:13]([O:15]C)=[O:14])=[CH:10][O:11][CH:12]=2)=[CH:4][CH:3]=1.O[Li].O.O1CCOCC1.